Dataset: Catalyst prediction with 721,799 reactions and 888 catalyst types from USPTO. Task: Predict which catalyst facilitates the given reaction. Reactant: [NH2:1][C:2]1[N:6]([C:7]2[CH:12]=[CH:11][CH:10]=[C:9]([Cl:13])[C:8]=2[F:14])[N:5]=[N:4][C:3]=1[C:15]([O:17]CC)=[O:16].CC[O-].[Na+].C(CC(OCC)=O)#N.N(C1C=CC=C(Cl)C=1F)=[N+]=[N-]. Product: [NH2:1][C:2]1[N:6]([C:7]2[CH:12]=[CH:11][CH:10]=[C:9]([Cl:13])[C:8]=2[F:14])[N:5]=[N:4][C:3]=1[C:15]([OH:17])=[O:16]. The catalyst class is: 88.